From a dataset of Catalyst prediction with 721,799 reactions and 888 catalyst types from USPTO. Predict which catalyst facilitates the given reaction. (1) Reactant: [Cl:1][C:2]1[CH:9]=[C:8]([N:10]2[C@@H:14]([CH3:15])[C@H:13]([O:16][Si](C(C)(C)C)(C)C)[C:12]([CH3:25])([CH3:24])[C:11]2=[O:26])[CH:7]=[CH:6][C:3]=1[C:4]#[N:5].[F-].C([N+](CCCC)(CCCC)CCCC)CCC.C1COCC1.O. Product: [Cl:1][C:2]1[CH:9]=[C:8]([N:10]2[C@@H:14]([CH3:15])[C@H:13]([OH:16])[C:12]([CH3:25])([CH3:24])[C:11]2=[O:26])[CH:7]=[CH:6][C:3]=1[C:4]#[N:5]. The catalyst class is: 1. (2) Reactant: Cl.[NH2:2][C@@H:3]1[CH2:8][CH2:7][C@H:6]([NH:9][C:10](=[O:27])[C:11]2[CH:16]=[C:15]([F:17])[CH:14]=[N:13][C:12]=2[O:18][C:19]2[CH:24]=[CH:23][CH:22]=[C:21]([S:25][CH3:26])[CH:20]=2)[CH2:5][CH2:4]1.C(N(CC)CC)C.[CH3:35][C:36]([CH3:41])([CH3:40])[C:37](O)=[O:38].Cl.CN(C)CCCN=C=NCC.ON1C2C=CC=CC=2N=N1. The catalyst class is: 9. Product: [CH3:35][C:36]([CH3:41])([CH3:40])[C:37]([NH:2][C@@H:3]1[CH2:8][CH2:7][C@H:6]([NH:9][C:10](=[O:27])[C:11]2[CH:16]=[C:15]([F:17])[CH:14]=[N:13][C:12]=2[O:18][C:19]2[CH:24]=[CH:23][CH:22]=[C:21]([S:25][CH3:26])[CH:20]=2)[CH2:5][CH2:4]1)=[O:38]. (3) Reactant: [Cl:1][C:2]1[CH:7]=[C:6]([C:8]2[NH:16][C:15]3[CH2:14][CH2:13][NH:12][C:11](=[O:17])[C:10]=3[CH:9]=2)[CH:5]=[CH:4][N:3]=1.[CH2:18]([Br:21])[CH:19]=[CH2:20]. Product: [Br-:21].[CH2:20]([N+:3]1[CH:4]=[CH:5][C:6]([C:8]2[NH:16][C:15]3[CH2:14][CH2:13][NH:12][C:11](=[O:17])[C:10]=3[CH:9]=2)=[CH:7][C:2]=1[Cl:1])[CH:19]=[CH2:18]. The catalyst class is: 3. (4) Reactant: C([O:4][C:5]1[CH:10]=[CH:9][C:8]([C@H:11]2[C@H:16]([O:17][Si:18]([CH:25]([CH3:27])[CH3:26])([CH:22]([CH3:24])[CH3:23])[CH:19]([CH3:21])[CH3:20])[CH2:15][N:14]([C:28]([O:30][CH2:31][C:32]3[CH:37]=[CH:36][CH:35]=[CH:34][CH:33]=3)=[O:29])[CH2:13][C@@H:12]2[O:38][C:39](=O)[C:40]2[CH:41]=[CH:42][C:43]3[O:48][CH2:47][CH2:46][N:45]([CH2:49][CH2:50][CH2:51][O:52][CH3:53])[C:44]=3[CH:54]=2)=[CH:7][CH:6]=1)C=C.C(=O)([O-])[O-:57].[K+].[K+]. Product: [OH:4][C:5]1[CH:6]=[CH:7][C:8]([C@H:11]2[C@H:16]([O:17][Si:18]([CH:19]([CH3:21])[CH3:20])([CH:25]([CH3:27])[CH3:26])[CH:22]([CH3:24])[CH3:23])[CH2:15][N:14]([C:28]([O:30][CH2:31][C:32]3[CH:37]=[CH:36][CH:35]=[CH:34][CH:33]=3)=[O:29])[CH2:13][C@@H:12]2[O:38][CH2:39][C:40]2[CH:41]=[CH:42][C:43]3[O:48][CH2:47][C:46](=[O:57])[N:45]([CH2:49][CH2:50][CH2:51][O:52][CH3:53])[C:44]=3[CH:54]=2)=[CH:9][CH:10]=1. The catalyst class is: 5. (5) Reactant: [CH:1](=O)[C:2]1[CH:7]=[CH:6][CH:5]=[CH:4][CH:3]=1.[CH3:9][O:10][C:11]1[CH:17]=[CH:16][CH:15]=[CH:14][C:12]=1[NH2:13]. Product: [CH3:9][O:10][C:11]1[CH:17]=[CH:16][CH:15]=[CH:14][C:12]=1/[N:13]=[CH:1]/[C:2]1[CH:7]=[CH:6][CH:5]=[CH:4][CH:3]=1. The catalyst class is: 11. (6) Reactant: [Si]([O:18][CH2:19][CH2:20][C:21]1[C:22](=[O:51])[N:23]([C:27]2[CH:32]=[CH:31][C:30]([N:33]3[CH2:37][C@H:36]([CH2:38][NH:39][C:40]([C:42]4[S:43][C:44]([Cl:47])=[CH:45][CH:46]=4)=[O:41])[O:35][C:34]3=[O:48])=[CH:29][C:28]=2[O:49][CH3:50])[CH:24]=[CH:25][CH:26]=1)(C(C)(C)C)(C1C=CC=CC=1)C1C=CC=CC=1. Product: [Cl:47][C:44]1[S:43][C:42]([C:40]([NH:39][CH2:38][C@@H:36]2[O:35][C:34](=[O:48])[N:33]([C:30]3[CH:31]=[CH:32][C:27]([N:23]4[CH:24]=[CH:25][CH:26]=[C:21]([CH2:20][CH2:19][OH:18])[C:22]4=[O:51])=[C:28]([O:49][CH3:50])[CH:29]=3)[CH2:37]2)=[O:41])=[CH:46][CH:45]=1. The catalyst class is: 209.